This data is from Forward reaction prediction with 1.9M reactions from USPTO patents (1976-2016). The task is: Predict the product of the given reaction. (1) Given the reactants [F:1][C:2]1[CH:7]=[CH:6][C:5]([CH2:8][CH2:9][N:10]2[CH2:15][CH2:14][C:13]3([CH2:24][C:23](=[O:25])[C:22]4[C:17](=[CH:18][CH:19]=[C:20](/[CH:26]=[CH:27]/[C:28](O)=[O:29])[CH:21]=4)[O:16]3)[CH2:12][CH2:11]2)=[CH:4][CH:3]=1.[NH2:31][O:32][CH:33]1[CH2:38][CH2:37][CH2:36][CH2:35][O:34]1, predict the reaction product. The product is: [F:1][C:2]1[CH:7]=[CH:6][C:5]([CH2:8][CH2:9][N:10]2[CH2:11][CH2:12][C:13]3([CH2:24][C:23](=[O:25])[C:22]4[C:17](=[CH:18][CH:19]=[C:20](/[CH:26]=[CH:27]/[C:28]([NH:31][O:32][CH:33]5[CH2:38][CH2:37][CH2:36][CH2:35][O:34]5)=[O:29])[CH:21]=4)[O:16]3)[CH2:14][CH2:15]2)=[CH:4][CH:3]=1. (2) Given the reactants [OH-].[Na+].[ClH:3].Cl.[CH3:5][N:6]1[C:10]2=[N:11][C:12]([O:15][C:16]3[CH:21]=[CH:20][CH:19]=[CH:18][CH:17]=3)=[CH:13][CH:14]=[C:9]2[N:8]=[C:7]1[CH2:22][O:23][C:24]1[CH:25]=[C:26]([CH:31]=[CH:32][CH:33]=1)[C:27]([O:29]C)=[O:28].Cl, predict the reaction product. The product is: [ClH:3].[ClH:3].[CH3:5][N:6]1[C:10]2=[N:11][C:12]([O:15][C:16]3[CH:17]=[CH:18][CH:19]=[CH:20][CH:21]=3)=[CH:13][CH:14]=[C:9]2[N:8]=[C:7]1[CH2:22][O:23][C:24]1[CH:25]=[C:26]([CH:31]=[CH:32][CH:33]=1)[C:27]([OH:29])=[O:28]. (3) Given the reactants [C:1]([C:5]1[CH:6]=[C:7]([S:12](Cl)(=[O:14])=[O:13])[CH:8]=[CH:9][C:10]=1[Cl:11])([CH3:4])([CH3:3])[CH3:2].[Br:16][C:17]1[C:22]([NH2:23])=[CH:21][C:20]([Cl:24])=[CH:19][N:18]=1, predict the reaction product. The product is: [Br:16][C:17]1[C:22]([NH:23][S:12]([C:7]2[CH:8]=[CH:9][C:10]([Cl:11])=[C:5]([C:1]([CH3:4])([CH3:3])[CH3:2])[CH:6]=2)(=[O:14])=[O:13])=[CH:21][C:20]([Cl:24])=[CH:19][N:18]=1. (4) The product is: [F:19][C:20]1[CH:27]=[CH:26][CH:25]=[C:24]([O:14][CH2:13][CH:10]2[CH2:9][CH2:8][CH:7]([CH2:6][C:5]3[CH:15]=[CH:16][CH:17]=[CH:18][C:4]=3[F:3])[CH2:12][CH2:11]2)[C:21]=1[C:22]#[N:23]. Given the reactants [H-].[Na+].[F:3][C:4]1[CH:18]=[CH:17][CH:16]=[CH:15][C:5]=1[CH2:6][CH:7]1[CH2:12][CH2:11][CH:10]([CH2:13][OH:14])[CH2:9][CH2:8]1.[F:19][C:20]1[CH:27]=[CH:26][CH:25]=[C:24](F)[C:21]=1[C:22]#[N:23], predict the reaction product. (5) Given the reactants Br[C:2]1[C:15]([CH3:16])=[CH:14][C:5]([O:6][CH2:7][CH2:8][N:9]2[CH2:13][CH2:12][CH2:11][CH2:10]2)=[CH:4][C:3]=1[CH3:17].[Li]CCCC.CN([CH:26]=[O:27])C, predict the reaction product. The product is: [CH3:17][C:3]1[CH:4]=[C:5]([O:6][CH2:7][CH2:8][N:9]2[CH2:13][CH2:12][CH2:11][CH2:10]2)[CH:14]=[C:15]([CH3:16])[C:2]=1[CH:26]=[O:27]. (6) The product is: [OH:35][C:36]1([C:43]2[CH:44]=[N:45][C:46]([O:49][CH3:50])=[CH:47][CH:48]=2)[CH2:37][CH2:38][CH:39]([N:8]2[CH2:9][CH:10]([NH:12][C:13](=[O:34])[CH2:14][NH:15][C:16]3[C:24]4[C:19](=[CH:20][CH:21]=[C:22]([C:25]([F:32])([O:30][CH3:31])[C:26]([F:29])([F:27])[F:28])[CH:23]=4)[N:18]([CH3:33])[N:17]=3)[CH2:11]2)[CH2:40][CH2:41]1. Given the reactants OC(C(F)(F)F)=O.[NH:8]1[CH2:11][CH:10]([NH:12][C:13](=[O:34])[CH2:14][NH:15][C:16]2[C:24]3[C:19](=[CH:20][CH:21]=[C:22]([C:25]([F:32])([O:30][CH3:31])[C:26]([F:29])([F:28])[F:27])[CH:23]=3)[N:18]([CH3:33])[N:17]=2)[CH2:9]1.[OH:35][C:36]1([C:43]2[CH:44]=[N:45][C:46]([O:49][CH3:50])=[CH:47][CH:48]=2)[CH2:41][CH2:40][C:39](=O)[CH2:38][CH2:37]1, predict the reaction product. (7) Given the reactants [Br:1][C:2]1[CH:7]=[CH:6][C:5]([NH:8][C:9]2[C:14]([C:15]([O-:17])=[O:16])=[CH:13][N:12]=[C:11]([NH:18][NH2:19])[CH:10]=2)=[C:4]([CH3:20])[CH:3]=1.[C:21](OC(=O)C)(=O)[CH3:22].O.[Li+].[OH-], predict the reaction product. The product is: [Br:1][C:2]1[CH:7]=[CH:6][C:5]([NH:8][C:9]2[C:14]([C:15]([OH:17])=[O:16])=[CH:13][N:12]3[C:21]([CH3:22])=[N:19][N:18]=[C:11]3[CH:10]=2)=[C:4]([CH3:20])[CH:3]=1.